This data is from Full USPTO retrosynthesis dataset with 1.9M reactions from patents (1976-2016). The task is: Predict the reactants needed to synthesize the given product. (1) Given the product [CH:1]1([C:5]([NH:8][C@@H:9]2[C@H:13]3[O:14][CH2:15][C@H:16]([NH:17][C:18](=[O:32])[C:19]4[CH:24]=[CH:23][CH:22]=[C:21]([O:25][C:26]5[CH:27]=[CH:28][CH:29]=[CH:30][CH:31]=5)[CH:20]=4)[C@H:12]3[O:11][CH2:10]2)=[O:7])[CH2:2][CH2:3][CH2:4]1, predict the reactants needed to synthesize it. The reactants are: [CH:1]1([C:5]([OH:7])=O)[CH2:4][CH2:3][CH2:2]1.[NH2:8][C@@H:9]1[C@H:13]2[O:14][CH2:15][C@H:16]([NH:17][C:18](=[O:32])[C:19]3[CH:24]=[CH:23][CH:22]=[C:21]([O:25][C:26]4[CH:31]=[CH:30][CH:29]=[CH:28][CH:27]=4)[CH:20]=3)[C@H:12]2[O:11][CH2:10]1. (2) Given the product [F:1][C:2]1[CH:3]=[C:4]([N:11]2[CH:15]=[N:14][C:13]([C:16]([OH:18])=[O:17])=[N:12]2)[CH:5]=[CH:6][CH:7]=1, predict the reactants needed to synthesize it. The reactants are: [F:1][C:2]1[CH:3]=[C:4](B(O)O)[CH:5]=[CH:6][CH:7]=1.[NH:11]1[CH:15]=[N:14][C:13]([C:16]([O:18]C)=[O:17])=[N:12]1.ClC1C=C(N2C=NC(C(O)=O)=N2)C=CC=1. (3) Given the product [Br:1][C:2]1[C:11]([F:12])=[CH:10][C:5]([C:6]([O:8][CH3:9])=[O:7])=[C:4]([O:15][CH3:14])[CH:3]=1, predict the reactants needed to synthesize it. The reactants are: [Br:1][C:2]1[C:11]([F:12])=[CH:10][C:5]([C:6]([O:8][CH3:9])=[O:7])=[C:4](F)[CH:3]=1.[CH3:14][O-:15].[Na+]. (4) The reactants are: [OH:1][C:2]([CH3:35])([CH3:34])[CH2:3][C@@:4]1([C:28]2[CH:33]=[CH:32][CH:31]=[CH:30][CH:29]=2)[O:9][C:8](=[O:10])[N:7]([C@H:11]([C:13]2[CH:18]=[CH:17][C:16]([C:19]3[CH:20]=[CH:21][C:22]([C:25](O)=[O:26])=[N:23][CH:24]=3)=[CH:15][CH:14]=2)[CH3:12])[CH2:6][CH2:5]1.[CH3:36][NH2:37]. Given the product [CH3:36][NH:37][C:25]([C:22]1[CH:21]=[CH:20][C:19]([C:16]2[CH:15]=[CH:14][C:13]([C@@H:11]([N:7]3[CH2:6][CH2:5][C@:4]([CH2:3][C:2]([OH:1])([CH3:34])[CH3:35])([C:28]4[CH:29]=[CH:30][CH:31]=[CH:32][CH:33]=4)[O:9][C:8]3=[O:10])[CH3:12])=[CH:18][CH:17]=2)=[CH:24][N:23]=1)=[O:26], predict the reactants needed to synthesize it.